Dataset: Full USPTO retrosynthesis dataset with 1.9M reactions from patents (1976-2016). Task: Predict the reactants needed to synthesize the given product. (1) Given the product [F:44][C:42]1[CH:41]=[CH:40][C:38]2[N:39]=[C:35]([NH:34][C:11](=[O:13])[C:10]3[CH:14]=[CH:15][CH:16]=[N:17][C:9]=3[NH:8][C:5]3[CH:4]=[CH:3][C:2]([Cl:1])=[CH:7][CH:6]=3)[S:36][C:37]=2[CH:43]=1, predict the reactants needed to synthesize it. The reactants are: [Cl:1][C:2]1[CH:7]=[CH:6][C:5]([NH:8][C:9]2[N:17]=[CH:16][CH:15]=[CH:14][C:10]=2[C:11]([OH:13])=O)=[CH:4][CH:3]=1.CN(C=O)C.C(N=C=NCCCN(C)C)C.[NH2:34][C:35]1[S:36][C:37]2[CH:43]=[C:42]([F:44])[CH:41]=[CH:40][C:38]=2[N:39]=1. (2) Given the product [Cl:5][C:14]1[CH:13]=[CH:12][N:11]=[C:10]2[NH:6][CH:7]=[CH:8][C:9]=12, predict the reactants needed to synthesize it. The reactants are: CS([Cl:5])(=O)=O.[NH:6]1[C:10]2=[N+:11]([O-])[CH:12]=[CH:13][CH:14]=[C:9]2[CH:8]=[CH:7]1. (3) The reactants are: CC(OC(/N=N/C(OC(C)C)=O)=O)C.[NH:15]1[CH2:20][CH2:19][CH:18]([C:21]2[CH:26]=[CH:25][C:24]([OH:27])=[CH:23][CH:22]=2)[CH2:17][CH2:16]1.[CH3:28][N:29]1[C:33]([CH2:34][CH2:35]O)=[CH:32][CH:31]=[N:30]1.C1(P(C2C=CC=CC=2)C2C=CC=CC=2)C=CC=CC=1. Given the product [CH3:28][N:29]1[C:33]([CH2:34][CH2:35][O:27][C:24]2[CH:23]=[CH:22][C:21]([CH:18]3[CH2:19][CH2:20][NH:15][CH2:16][CH2:17]3)=[CH:26][CH:25]=2)=[CH:32][CH:31]=[N:30]1, predict the reactants needed to synthesize it. (4) The reactants are: [C:1]([O:9][N:10]=[C:11]([C:24]1[CH:29]=[CH:28][CH:27]=[CH:26][CH:25]=1)[CH:12]1[CH2:16][CH2:15][CH2:14][N:13]1C(OC(C)(C)C)=O)(=O)[C:2]1[CH:7]=[CH:6][CH:5]=[CH:4][CH:3]=1. Given the product [CH2:1]([O:9][N:10]=[C:11]([C:24]1[CH:29]=[CH:28][CH:27]=[CH:26][CH:25]=1)[CH:12]1[CH2:16][CH2:15][CH2:14][NH:13]1)[C:2]1[CH:3]=[CH:4][CH:5]=[CH:6][CH:7]=1, predict the reactants needed to synthesize it.